From a dataset of Reaction yield outcomes from USPTO patents with 853,638 reactions. Predict the reaction yield, written as a fraction of the theoretical maximum amount of product (1.0 means a 100% yield; for example, 0.34 means a 34% yield). The reactants are COC(=O)[CH:4]([C:7]1[S:8][C:9]([Br:12])=[CH:10][CH:11]=1)[CH:5]=O.Cl.[Cl:15][C:16]1[CH:21]=[CH:20][CH:19]=[CH:18][C:17]=1[NH:22][NH2:23].[CH3:24][OH:25]. The catalyst is Cl. The product is [Br:12][C:9]1[S:8][C:7]([C:4]2[N:22]([C:17]3[CH:18]=[CH:19][CH:20]=[CH:21][C:16]=3[Cl:15])[N:23]=[C:24]([OH:25])[CH:5]=2)=[CH:11][CH:10]=1. The yield is 0.700.